This data is from Reaction yield outcomes from USPTO patents with 853,638 reactions. The task is: Predict the reaction yield, written as a fraction of the theoretical maximum amount of product (1.0 means a 100% yield; for example, 0.34 means a 34% yield). (1) The reactants are [BH4-].[Na+].[N+:3]([C:6]1[CH:11]=[CH:10][C:9]([CH2:12][CH:13]([C:19](OCC)=[O:20])[C:14](OCC)=[O:15])=[CH:8][CH:7]=1)([O-:5])=[O:4].[NH4+].[Cl-]. The catalyst is CCO. The product is [N+:3]([C:6]1[CH:7]=[CH:8][C:9]([CH2:12][CH:13]([CH2:19][OH:20])[CH2:14][OH:15])=[CH:10][CH:11]=1)([O-:5])=[O:4]. The yield is 0.850. (2) The reactants are Cl[C:2]1[CH:3]=[C:4]([C:9]2[N:13]3[CH:14]=[CH:15][C:16]([C:19]([OH:22])([CH3:21])[CH3:20])=[C:17]([F:18])[C:12]3=[N:11][CH:10]=2)[CH:5]=[CH:6][C:7]=1[F:8].[Cl:23][C:24]1[CH:25]=[C:26](B(O)O)[CH:27]=[CH:28][CH:29]=1. No catalyst specified. The product is [Cl:23][C:24]1[CH:29]=[C:28]([C:2]2[CH:3]=[C:4]([C:9]3[N:13]4[CH:14]=[CH:15][C:16]([C:19]([OH:22])([CH3:21])[CH3:20])=[C:17]([F:18])[C:12]4=[N:11][CH:10]=3)[CH:5]=[CH:6][C:7]=2[F:8])[CH:27]=[CH:26][CH:25]=1. The yield is 0.0400.